This data is from Catalyst prediction with 721,799 reactions and 888 catalyst types from USPTO. The task is: Predict which catalyst facilitates the given reaction. (1) Reactant: C(=O)([O-])[O-].[K+].[K+].[OH:7][C:8]1[CH:9]=[C:10]([CH:20]=[C:21]([O:23][C@@H:24]([CH3:27])[CH2:25][OH:26])[CH:22]=1)[C:11]([NH:13][C:14]1[S:15][C:16]([CH3:19])=[CH:17][N:18]=1)=[O:12].[F:28][C:29]1[CH:30]=[C:31]([CH:38]=[CH:39][C:40]=1F)[C:32]([N:34]1[CH2:37][CH2:36][CH2:35]1)=[O:33]. Product: [N:34]1([C:32]([C:31]2[CH:38]=[CH:39][C:40]([O:7][C:8]3[CH:9]=[C:10]([CH:20]=[C:21]([O:23][C@@H:24]([CH3:27])[CH2:25][OH:26])[CH:22]=3)[C:11]([NH:13][C:14]3[S:15][C:16]([CH3:19])=[CH:17][N:18]=3)=[O:12])=[C:29]([F:28])[CH:30]=2)=[O:33])[CH2:37][CH2:36][CH2:35]1. The catalyst class is: 10. (2) Reactant: [C:1]([N:5]1[C:9]([Cl:10])=[C:8]([N:11]([CH2:19][CH3:20])C(=O)OC(C)(C)C)[CH:7]=[N:6]1)([CH3:4])([CH3:3])[CH3:2].Cl. Product: [ClH:10].[C:1]([N:5]1[C:9]([Cl:10])=[C:8]([NH:11][CH2:19][CH3:20])[CH:7]=[N:6]1)([CH3:4])([CH3:3])[CH3:2]. The catalyst class is: 12. (3) Reactant: C[O:2][C:3]1[CH:8]=[C:7]([CH3:9])[C:6]([O:10]C)=[CH:5][C:4]=1[CH2:12][CH2:13][CH2:14][O:15][C:16](=[O:18])[CH3:17]. Product: [CH3:9][C:7]1[C:6](=[O:10])[CH:5]=[C:4]([CH2:12][CH2:13][CH2:14][O:15][C:16](=[O:18])[CH3:17])[C:3](=[O:2])[CH:8]=1. The catalyst class is: 47. (4) Reactant: Cl.[CH3:2][N:3]1[CH2:8][CH2:7][N:6]([CH2:9][C:10]2[CH:11]=[CH:12][C:13]([NH2:16])=[N:14][CH:15]=2)[CH2:5][CH2:4]1.CN(C(ON1N=NC2C=CC=CC1=2)=[N+](C)C)C.[B-](F)(F)(F)F.[CH3:39][C:40]1[C:41]([C:45]2[C:54]3[N:53]=[CH:52][CH:51]=[N:50][C:49]=3[C:48]([C:55](O)=[O:56])=[CH:47][CH:46]=2)=[CH:42][S:43][CH:44]=1.CC1C(B(O)O)=CSC=1. Product: [CH3:2][N:3]1[CH2:8][CH2:7][N:6]([CH2:9][C:10]2[CH:11]=[CH:12][C:13]([NH:16][C:55]([C:48]3[C:49]4[N:50]=[CH:51][CH:52]=[N:53][C:54]=4[C:45]([C:41]4[C:40]([CH3:39])=[CH:44][S:43][CH:42]=4)=[CH:46][CH:47]=3)=[O:56])=[N:14][CH:15]=2)[CH2:5][CH2:4]1. The catalyst class is: 61. (5) Reactant: [H-].[Na+].[CH2:3]([N:10]([CH2:16][C:17]1[CH:22]=[CH:21][CH:20]=[CH:19][CH:18]=1)[C@@H:11]1[CH2:14][C@H:13]([OH:15])[CH2:12]1)[C:4]1[CH:9]=[CH:8][CH:7]=[CH:6][CH:5]=1.[I-].[Na+].Br[CH2:26][CH2:27][O:28][CH:29]1[CH2:34][CH2:33][CH2:32][CH2:31][O:30]1. Product: [CH2:16]([N:10]([CH2:3][C:4]1[CH:5]=[CH:6][CH:7]=[CH:8][CH:9]=1)[C@H:11]1[CH2:14][C@@H:13]([O:15][CH2:26][CH2:27][O:28][CH:29]2[CH2:34][CH2:33][CH2:32][CH2:31][O:30]2)[CH2:12]1)[C:17]1[CH:22]=[CH:21][CH:20]=[CH:19][CH:18]=1. The catalyst class is: 3. (6) Reactant: Br[CH2:2][C:3]1[N:7]([C:8]2[CH:13]=[CH:12][C:11]([C:14]([F:17])([F:16])[F:15])=[CH:10][C:9]=2[Cl:18])[N:6]=[N:5][C:4]=1[C:19]1[CH:24]=[CH:23][C:22]([O:25][CH3:26])=[CH:21][CH:20]=1.C(=O)([O-])[O-:28].[Ca+2]. Product: [Cl:18][C:9]1[CH:10]=[C:11]([C:14]([F:17])([F:16])[F:15])[CH:12]=[CH:13][C:8]=1[N:7]1[C:3]([CH2:2][OH:28])=[C:4]([C:19]2[CH:24]=[CH:23][C:22]([O:25][CH3:26])=[CH:21][CH:20]=2)[N:5]=[N:6]1. The catalyst class is: 127. (7) Reactant: [CH3:1][C:2]1[S:3][C:4]2[CH2:5][CH2:6][N:7](C(C3C=CC=CC=3)=O)[C:8]3[CH:15]=[CH:14][CH:13]=[CH:12][C:9]=3[C:10]=2[N:11]=1.C([O-])(O)=O.[Na+]. Product: [CH3:1][C:2]1[S:3][C:4]2[CH2:5][CH2:6][NH:7][C:8]3[CH:15]=[CH:14][CH:13]=[CH:12][C:9]=3[C:10]=2[N:11]=1. The catalyst class is: 33.